Dataset: Reaction yield outcomes from USPTO patents with 853,638 reactions. Task: Predict the reaction yield, written as a fraction of the theoretical maximum amount of product (1.0 means a 100% yield; for example, 0.34 means a 34% yield). (1) The reactants are [NH2:1][C:2]1[N:7]=[C:6]2[N:8]([CH2:20][CH3:21])[C:9]([C:11]([N:13]([CH:17]3[CH2:19][CH2:18]3)[CH:14]3[CH2:16][CH2:15]3)=[O:12])=[CH:10][C:5]2=[C:4]2[N:22]([CH3:25])[CH:23]=[N:24][C:3]=12.[C:26]([N:34]=[C:35]=[S:36])(=[O:33])[C:27]1[CH:32]=[CH:31][CH:30]=[CH:29][CH:28]=1.O. The catalyst is CC(C)=O. The product is [C:26]([NH:34][C:35](=[S:36])[NH:1][C:2]1[N:7]=[C:6]2[N:8]([CH2:20][CH3:21])[C:9]([C:11]([N:13]([CH:17]3[CH2:19][CH2:18]3)[CH:14]3[CH2:16][CH2:15]3)=[O:12])=[CH:10][C:5]2=[C:4]2[N:22]([CH3:25])[CH:23]=[N:24][C:3]=12)(=[O:33])[C:27]1[CH:32]=[CH:31][CH:30]=[CH:29][CH:28]=1. The yield is 0.880. (2) The reactants are [O:1]1[C:5]2[CH:6]=[CH:7][C:8]([C:10]3[CH:15]=[CH:14][C:13]([N:16]4[C:20]([CH2:21][C@@H:22]5[CH2:26][CH2:25][N:24]([C:27]([CH:29]6[CH2:31][CH2:30]6)=[O:28])[CH2:23]5)=[N:19][NH:18][C:17]4=[O:32])=[CH:12][CH:11]=3)=[CH:9][C:4]=2[CH:3]=[CH:2]1.C(=O)([O-])[O-].[K+].[K+].Cl[CH2:40][CH2:41][N:42]1[C:46](=[O:47])[C:45]2=[CH:48][CH:49]=[CH:50][CH:51]=[C:44]2[C:43]1=[O:52]. The catalyst is CN(C)C=O. The product is [O:1]1[C:5]2[CH:6]=[CH:7][C:8]([C:10]3[CH:11]=[CH:12][C:13]([N:16]4[C:17](=[O:32])[N:18]([CH2:40][CH2:41][N:42]5[C:43](=[O:52])[C:44]6[C:45](=[CH:48][CH:49]=[CH:50][CH:51]=6)[C:46]5=[O:47])[N:19]=[C:20]4[CH2:21][C@@H:22]4[CH2:26][CH2:25][N:24]([C:27]([CH:29]5[CH2:30][CH2:31]5)=[O:28])[CH2:23]4)=[CH:14][CH:15]=3)=[CH:9][C:4]=2[CH:3]=[CH:2]1. The yield is 0.330. (3) The reactants are [C:1]([O:4][CH2:5][CH3:6])(=[O:3])[CH3:2].[Li].[Br:8][C:9]1[CH:16]=[CH:15][C:12]([CH:13]=[O:14])=[CH:11][CH:10]=1.[Cl-].[NH4+]. The catalyst is O1CCCC1.C1CCCCC1. The product is [Br:8][C:9]1[CH:16]=[CH:15][C:12]([CH:13]([OH:14])[CH2:2][C:1]([O:4][CH2:5][CH3:6])=[O:3])=[CH:11][CH:10]=1. The yield is 0.800. (4) The reactants are [CH:1]([N:14]1[C:22]2[C:17](=[CH:18][C:19]([Cl:23])=[CH:20][CH:21]=2)[C:16]([CH2:24][CH2:25][O:26][C:27]2[CH:35]=[CH:34][C:30]([C:31]([OH:33])=[O:32])=[CH:29][CH:28]=2)=[C:15]1[CH2:36][CH2:37][NH:38]S(CC1C=CC=CC=1)(=O)=O)([C:8]1[CH:13]=[CH:12][CH:11]=[CH:10][CH:9]=1)[C:2]1[CH:7]=[CH:6][CH:5]=[CH:4][CH:3]=1.[CH:49]1([S:52](Cl)(=[O:54])=[O:53])[CH2:51][CH2:50]1. No catalyst specified. The product is [CH:1]([N:14]1[C:22]2[C:17](=[CH:18][C:19]([Cl:23])=[CH:20][CH:21]=2)[C:16]([CH2:24][CH2:25][O:26][C:27]2[CH:35]=[CH:34][C:30]([C:31]([OH:33])=[O:32])=[CH:29][CH:28]=2)=[C:15]1[CH2:36][CH2:37][NH:38][S:52]([CH:49]1[CH2:51][CH2:50]1)(=[O:54])=[O:53])([C:2]1[CH:3]=[CH:4][CH:5]=[CH:6][CH:7]=1)[C:8]1[CH:9]=[CH:10][CH:11]=[CH:12][CH:13]=1. The yield is 0.750. (5) The reactants are [Si:1]([O:8][C@@H:9]1[C@@H:14]([CH3:15])[CH2:13][NH:12][CH2:11][C@H:10]1[NH:16][C:17](=[O:23])[O:18][C:19]([CH3:22])([CH3:21])[CH3:20])([C:4]([CH3:7])([CH3:6])[CH3:5])([CH3:3])[CH3:2].CCN(C(C)C)C(C)C.Cl[C:34]1[CH:39]=[CH:38][N:37]=[CH:36][C:35]=1[N+:40]([O-:42])=[O:41]. The catalyst is CC(O)C. The product is [Si:1]([O:8][C@@H:9]1[C@@H:14]([CH3:15])[CH2:13][N:12]([C:34]2[CH:39]=[CH:38][N:37]=[CH:36][C:35]=2[N+:40]([O-:42])=[O:41])[CH2:11][C@H:10]1[NH:16][C:17](=[O:23])[O:18][C:19]([CH3:22])([CH3:21])[CH3:20])([C:4]([CH3:7])([CH3:5])[CH3:6])([CH3:3])[CH3:2]. The yield is 0.760. (6) The reactants are [C:1]([O:5][C:6](=[O:9])[CH2:7][NH2:8])([CH3:4])([CH3:3])[CH3:2].[CH:10]1([CH2:16][CH:17]=O)[CH2:15][CH2:14][CH2:13][CH2:12][CH2:11]1. The catalyst is C(Cl)Cl. The product is [C:1]([O:5][C:6](=[O:9])[CH2:7]/[N:8]=[CH:17]/[CH2:16][CH:10]1[CH2:15][CH2:14][CH2:13][CH2:12][CH2:11]1)([CH3:4])([CH3:3])[CH3:2]. The yield is 0.960. (7) The reactants are [CH3:1][C:2]1([CH3:37])[C:11]2=[CH:12][C:13]([B:23]3[O:27][C:26]([CH3:29])([CH3:28])[C:25]([CH3:31])([CH3:30])[O:24]3)=[CH:14][C:15]3[C:16]([CH3:22])([CH3:21])[C:17]4[CH:18]=[CH:19][CH:20]=[C:7]5[C:8]=4[N:9]([C:10]=32)[C:4]2[C:5](=[CH:34][CH:35]=[CH:36][C:3]1=2)[C:6]5([CH3:33])[CH3:32].[Br:38]N1C(=O)CCC1=O. The catalyst is C(Cl)(Cl)Cl. The product is [Br:38][C:19]1[CH:18]=[C:17]2[C:16]([CH3:21])([CH3:22])[C:15]3[CH:14]=[C:13]([B:23]4[O:24][C:25]([CH3:31])([CH3:30])[C:26]([CH3:29])([CH3:28])[O:27]4)[CH:12]=[C:11]4[C:2]([CH3:37])([CH3:1])[C:3]5[C:4]6[N:9]([C:10]=34)[C:8]2=[C:7]([C:6]([CH3:33])([CH3:32])[C:5]=6[CH:34]=[CH:35][CH:36]=5)[CH:20]=1. The yield is 0.770. (8) The reactants are C([O:3][C:4](=O)[C:5]([S:15][C:16](=[O:18])[CH3:17])([CH3:14])[CH2:6][CH2:7][CH2:8][CH2:9][CH2:10][CH2:11][CH2:12][CH3:13])C.[Li+].C[Si]([N-][Si](C)(C)C)(C)C.Cl. The catalyst is C1COCC1. The product is [OH:3][C:4]1[C:5]([CH3:14])([CH2:6][CH2:7][CH2:8][CH2:9][CH2:10][CH2:11][CH2:12][CH3:13])[S:15][C:16](=[O:18])[CH:17]=1. The yield is 0.460.